This data is from Full USPTO retrosynthesis dataset with 1.9M reactions from patents (1976-2016). The task is: Predict the reactants needed to synthesize the given product. (1) Given the product [C:1]([O:5][C:6]([N:8]1[CH2:9][CH2:10][CH:11]([O:14][C:15]2[CH:16]=[C:17]([CH:21]=[CH:22][CH:23]=2)[C:18]([NH:24][C:25]2[CH:26]=[C:27]([CH:43]=[CH:44][C:45]=2[CH3:46])[C:28]([NH:30][C:31]2[CH:36]=[CH:35][CH:34]=[C:33]([N:37]3[CH2:38][CH2:39][O:40][CH2:41][CH2:42]3)[CH:32]=2)=[O:29])=[O:19])[CH2:12][CH2:13]1)=[O:7])([CH3:4])([CH3:2])[CH3:3], predict the reactants needed to synthesize it. The reactants are: [C:1]([O:5][C:6]([N:8]1[CH2:13][CH2:12][CH:11]([O:14][C:15]2[CH:16]=[C:17]([CH:21]=[CH:22][CH:23]=2)[C:18](O)=[O:19])[CH2:10][CH2:9]1)=[O:7])([CH3:4])([CH3:3])[CH3:2].[NH2:24][C:25]1[CH:26]=[C:27]([CH:43]=[CH:44][C:45]=1[CH3:46])[C:28]([NH:30][C:31]1[CH:36]=[CH:35][CH:34]=[C:33]([N:37]2[CH2:42][CH2:41][O:40][CH2:39][CH2:38]2)[CH:32]=1)=[O:29]. (2) Given the product [OH:12][C:10]1[C:3]2[N:2]([N:1]=[C:9]3[C:4]=2[CH:5]=[CH:6][CH:7]=[CH:8]3)[CH:14]=[C:15]([CH3:16])[C:33]=1[C:34]([O:36][C:37]([CH3:38])([CH3:39])[CH3:40])=[O:35], predict the reactants needed to synthesize it. The reactants are: [NH:1]1[C:9]2[C:4](=[CH:5][CH:6]=[CH:7][CH:8]=2)[C:3]([C:10]([O:12]C)=O)=[N:2]1.[CH3:14][C:15]([O-])(C)[CH3:16].[K+].ClCC(=O)C.C(OP([CH2:33][C:34]([O:36][C:37]([CH3:40])([CH3:39])[CH3:38])=[O:35])(OCC)=O)C. (3) The reactants are: [CH:1]([C:3]1[CH:12]=[C:11]2[C:6]([CH:7]=[C:8]([OH:16])[C:9]([C:13]([OH:15])=[O:14])=[CH:10]2)=[CH:5][CH:4]=1)=O.C(O)(=O)C.[CH3:21][CH:22]([C:24]1[CH:30]=[CH:29][C:27]([NH2:28])=[CH:26][CH:25]=1)[CH3:23].C([BH3-])#N.[Na+].Cl. Given the product [OH:16][C:8]1[C:9]([C:13]([OH:15])=[O:14])=[CH:10][C:11]2[C:6]([CH:7]=1)=[CH:5][CH:4]=[C:3]([CH2:1][NH:28][C:27]1[CH:29]=[CH:30][C:24]([CH:22]([CH3:23])[CH3:21])=[CH:25][CH:26]=1)[CH:12]=2, predict the reactants needed to synthesize it. (4) Given the product [CH3:1][O:2][C:3](=[O:18])[C@@H:4]([O:15][CH2:16][CH3:17])[CH2:5][C:6]1[CH:11]=[CH:10][C:9]([O:12][CH2:20][C:21]2[N:22]=[C:23]([C:27]3[CH:32]=[CH:31][C:30]([O:33][CH:34]([CH3:36])[CH3:35])=[CH:29][CH:28]=3)[O:24][C:25]=2[CH3:26])=[CH:8][C:7]=1[CH2:13][CH3:14], predict the reactants needed to synthesize it. The reactants are: [CH3:1][O:2][C:3](=[O:18])[C@@H:4]([O:15][CH2:16][CH3:17])[CH2:5][C:6]1[CH:11]=[CH:10][C:9]([OH:12])=[CH:8][C:7]=1[CH2:13][CH3:14].Cl[CH2:20][C:21]1[N:22]=[C:23]([C:27]2[CH:32]=[CH:31][C:30]([O:33][CH:34]([CH3:36])[CH3:35])=[CH:29][CH:28]=2)[O:24][C:25]=1[CH3:26].C(=O)([O-])[O-].[Cs+].[Cs+].[I-].[K+]. (5) Given the product [Cl:15][C:9]1[CH:10]=[C:11]([Cl:14])[CH:12]=[CH:13][C:8]=1[C:6]1[N:7]=[C:2]([NH:21][CH2:22][CH2:23][NH:24][C:25]2[CH:32]=[CH:31][C:28]([C:29]#[N:30])=[CH:27][N:26]=2)[C:3]2[N:4]([CH:16]=[CH:17][N:18]=2)[CH:5]=1, predict the reactants needed to synthesize it. The reactants are: Cl[C:2]1[C:3]2[N:4]([CH:16]=[CH:17][N:18]=2)[CH:5]=[C:6]([C:8]2[CH:13]=[CH:12][C:11]([Cl:14])=[CH:10][C:9]=2[Cl:15])[N:7]=1.Cl.Cl.[NH2:21][CH2:22][CH2:23][NH:24][C:25]1[CH:32]=[CH:31][C:28]([C:29]#[N:30])=[CH:27][N:26]=1.C(N(CC)C(C)C)(C)C.